The task is: Predict the product of the given reaction.. This data is from Forward reaction prediction with 1.9M reactions from USPTO patents (1976-2016). Given the reactants [CH3:1][N:2]([CH3:6])[CH2:3][CH2:4][OH:5].C[Si]([N-][Si](C)(C)C)(C)C.[Na+].Cl[C:18]1[CH:23]=[CH:22][C:21]([N+:24]([O-:26])=[O:25])=[CH:20][N:19]=1, predict the reaction product. The product is: [N+:24]([C:21]1[CH:22]=[CH:23][C:18]([O:5][CH2:4][CH2:3][N:2]([CH3:6])[CH3:1])=[N:19][CH:20]=1)([O-:26])=[O:25].